Dataset: Full USPTO retrosynthesis dataset with 1.9M reactions from patents (1976-2016). Task: Predict the reactants needed to synthesize the given product. (1) Given the product [C:11]([O:9][N:8]=[C:7]1[CH:6]=[CH:5][C:4](=[O:10])[CH:3]=[C:2]1[CH3:1])(=[O:13])[CH3:12], predict the reactants needed to synthesize it. The reactants are: [CH3:1][C:2]1[C:7](=[N:8][OH:9])[CH:6]=[CH:5][C:4](=[O:10])[CH:3]=1.[C:11](OC(=O)C)(=[O:13])[CH3:12]. (2) Given the product [Cl:16][C:17]1[CH:24]=[CH:23][C:20]([CH2:21][S:15][C:13]2[O:14][C:10]([C:7]3[CH:8]=[CH:9][C:4]4[NH:3][CH:2]=[N:1][C:5]=4[CH:6]=3)=[N:11][N:12]=2)=[CH:19][CH:18]=1, predict the reactants needed to synthesize it. The reactants are: [NH:1]1[C:5]2[CH:6]=[C:7]([C:10]3[O:14][C:13]([SH:15])=[N:12][N:11]=3)[CH:8]=[CH:9][C:4]=2[N:3]=[CH:2]1.[Cl:16][C:17]1[CH:24]=[CH:23][C:20]([CH2:21]Cl)=[CH:19][CH:18]=1. (3) Given the product [CH2:33]([O:32][P:30]([C:13]1[S:12][C:11]2[CH:15]=[CH:16][C:8]([CH2:7][C:6]3[CH:17]=[CH:18][C:3]([CH2:1][CH3:2])=[CH:4][CH:5]=3)=[CH:9][C:10]=2[CH:14]=1)(=[O:31])[O:35][CH2:36][CH3:37])[CH3:34], predict the reactants needed to synthesize it. The reactants are: [CH2:1]([C:3]1[CH:18]=[CH:17][C:6]([CH2:7][C:8]2[CH:16]=[CH:15][C:11]3[S:12][CH:13]=[CH:14][C:10]=3[CH:9]=2)=[CH:5][CH:4]=1)[CH3:2].C([Li])CCC.CCCCCC.[P:30](Cl)([O:35][CH2:36][CH3:37])([O:32][CH2:33][CH3:34])=[O:31]. (4) Given the product [NH2:15][C:5]1[CH:6]=[C:7]2[C:11](=[C:3]([O:2][CH3:1])[CH:4]=1)[NH:10][C:9]([C:12]([OH:14])=[O:13])=[CH:8]2, predict the reactants needed to synthesize it. The reactants are: [CH3:1][O:2][C:3]1[CH:4]=[C:5]([N+:15]([O-])=O)[CH:6]=[C:7]2[C:11]=1[NH:10][C:9]([C:12]([OH:14])=[O:13])=[CH:8]2.[H][H]. (5) Given the product [C:9]([CH:4]1[NH:3][CH2:8][CH2:7][N:6]([C:24]([O:23][C:20]([CH3:22])([CH3:21])[CH3:19])=[O:25])[CH2:5]1)(=[O:10])[NH2:11], predict the reactants needed to synthesize it. The reactants are: Cl.Cl.[NH:3]1[CH2:8][CH2:7][NH:6][CH2:5][CH:4]1[C:9]([NH2:11])=[O:10].CCN(CC)CC.[CH3:19][C:20]([O:23][C:24](O[C:24]([O:23][C:20]([CH3:22])([CH3:21])[CH3:19])=[O:25])=[O:25])([CH3:22])[CH3:21]. (6) Given the product [C:1]([CH2:3][C:4]1[NH:5][C:6]([C:10]2[C:11]([CH3:20])=[CH:12][C:13]([CH3:19])=[C:14]([CH:18]=2)[C:15]([N:49]2[CH2:48][C:47]([C:51]3[CH:52]=[CH:53][C:54]([C:55]#[N:56])=[CH:57][CH:58]=3)([F:46])[CH2:50]2)=[O:17])=[C:7]([CH3:9])[N:8]=1)#[N:2], predict the reactants needed to synthesize it. The reactants are: [C:1]([CH2:3][C:4]1[NH:5][C:6]([C:10]2[C:11]([CH3:20])=[CH:12][C:13]([CH3:19])=[C:14]([CH:18]=2)[C:15]([OH:17])=O)=[C:7]([CH3:9])[N:8]=1)#[N:2].CN(C(ON1N=NC2C=CC=CC1=2)=[N+](C)C)C.F[P-](F)(F)(F)(F)F.Cl.[F:46][C:47]1([C:51]2[CH:58]=[CH:57][C:54]([C:55]#[N:56])=[CH:53][CH:52]=2)[CH2:50][NH:49][CH2:48]1.C(N(CC)CC)C. (7) Given the product [CH3:8][O:9][C:10](=[O:52])[CH2:11][C:12]1[CH:13]=[N:14][CH:15]=[C:16]([C:18]2[CH:23]=[CH:22][C:21]([C:24]([CH2:25][CH3:26])([C:27]3[CH:32]=[CH:31][C:30]([C:33]#[C:34][C:35]([OH:44])([C:36]([F:37])([F:39])[F:38])[C:40]([F:42])([F:43])[F:41])=[C:29]([CH3:48])[CH:28]=3)[CH2:49][CH3:50])=[CH:20][C:19]=2[CH3:51])[CH:17]=1, predict the reactants needed to synthesize it. The reactants are: FC(F)(F)C(O)=O.[CH3:8][O:9][C:10](=[O:52])[CH2:11][C:12]1[CH:13]=[N:14][CH:15]=[C:16]([C:18]2[CH:23]=[CH:22][C:21]([C:24]([CH2:49][CH3:50])([C:27]3[CH:32]=[CH:31][C:30]([C:33]#[C:34][C:35]([O:44]COC)([C:40]([F:43])([F:42])[F:41])[C:36]([F:39])([F:38])[F:37])=[C:29]([CH3:48])[CH:28]=3)[CH2:25][CH3:26])=[CH:20][C:19]=2[CH3:51])[CH:17]=1.C(=O)(O)[O-].[Na+]. (8) Given the product [F:1][C:2]([F:7])([F:6])[C:3]([OH:5])=[O:4].[CH2:25]([O:24][C:22]([NH:21][C:18]1([CH2:27][N:28]2[CH2:33][CH2:32][N:31]([C:34]([O:36][CH2:37][C:38]3[CH:39]=[CH:40][CH:41]=[CH:42][CH:43]=3)=[O:35])[CH2:30][C:29]2=[O:44])[CH2:17][CH2:16][NH:15][CH2:20][CH2:19]1)=[O:23])[CH3:26], predict the reactants needed to synthesize it. The reactants are: [F:1][C:2]([F:7])([F:6])[C:3]([OH:5])=[O:4].C(OC([N:15]1[CH2:20][CH2:19][C:18]([CH2:27][N:28]2[CH2:33][CH2:32][N:31]([C:34]([O:36][CH2:37][C:38]3[CH:43]=[CH:42][CH:41]=[CH:40][CH:39]=3)=[O:35])[CH2:30][C:29]2=[O:44])([NH:21][C:22]([O:24][CH2:25][CH3:26])=[O:23])[CH2:17][CH2:16]1)=O)(C)(C)C.